This data is from Reaction yield outcomes from USPTO patents with 853,638 reactions. The task is: Predict the reaction yield, written as a fraction of the theoretical maximum amount of product (1.0 means a 100% yield; for example, 0.34 means a 34% yield). (1) The reactants are Cl.[Cl:2][C:3]1[CH:22]=[CH:21][C:6]([O:7][C:8]2[CH:9]=[C:10]([CH:18]=[CH:19][CH:20]=2)[CH2:11][N:12]2[CH2:17][CH2:16][NH:15][CH2:14][CH2:13]2)=[CH:5][CH:4]=1.C(N(C(C)C)CC)(C)C.C1([O:38][C:39](=O)[NH:40][C:41]2[N:45]3[N:46]=[CH:47][CH:48]=[CH:49][C:44]3=[N:43][CH:42]=2)C=CC=CC=1. The catalyst is CS(C)=O.CCOC(C)=O. The product is [N:43]1[CH:42]=[C:41]([NH:40][C:39]([N:15]2[CH2:16][CH2:17][N:12]([CH2:11][C:10]3[CH:18]=[CH:19][CH:20]=[C:8]([O:7][C:6]4[CH:21]=[CH:22][C:3]([Cl:2])=[CH:4][CH:5]=4)[CH:9]=3)[CH2:13][CH2:14]2)=[O:38])[N:45]2[C:44]=1[CH:49]=[CH:48][CH:47]=[N:46]2. The yield is 0.870. (2) The reactants are [NH2:1][C:2]1[C:3](=[O:12])[N:4]([CH3:11])[C:5](=[O:10])[N:6]([CH3:9])[C:7]=1[NH2:8].[CH3:13][CH:14]1[CH2:18][C:17](=[O:19])[O:16][C:15]1=[O:20].C(OCC)(=O)C.NC1N(C)C(=O)N(C)C(=O)C=1NC(=O)C(C)CC(O)=O. The catalyst is CN(C=O)C. The product is [NH2:8][C:7]1[N:6]([CH3:9])[C:5](=[O:10])[N:4]([CH3:11])[C:3](=[O:12])[C:2]=1[NH:1][C:17](=[O:19])[CH2:18][CH:14]([CH3:13])[C:15]([OH:20])=[O:16]. The yield is 0.810.